Dataset: Catalyst prediction with 721,799 reactions and 888 catalyst types from USPTO. Task: Predict which catalyst facilitates the given reaction. (1) Reactant: [NH2:1][C:2]1[CH:3]=[CH:4][C:5]([O:19][CH3:20])=[C:6]([N:8]([CH2:14][CH2:15][CH2:16][CH2:17][OH:18])[CH2:9][CH2:10][CH2:11][CH2:12][OH:13])[CH:7]=1.C(N(CC)CC)C.[CH3:28][CH:29]([CH2:34][C:35]([CH3:38])([CH3:37])[CH3:36])[CH2:30][C:31](Cl)=[O:32].CO. Product: [OH:18][CH2:17][CH2:16][CH2:15][CH2:14][N:8]([CH2:9][CH2:10][CH2:11][CH2:12][OH:13])[C:6]1[CH:7]=[C:2]([NH:1][C:31](=[O:32])[CH2:30][CH:29]([CH3:28])[CH2:34][C:35]([CH3:38])([CH3:37])[CH3:36])[CH:3]=[CH:4][C:5]=1[O:19][CH3:20]. The catalyst class is: 4. (2) Reactant: [Sn](Cl)Cl.[CH2:4]([O:7][C:8]([NH:10][CH:11]([C:18]1[CH:23]=[CH:22][CH:21]=[C:20]([NH:24][S:25]([C:28]2[CH:33]=[CH:32][CH:31]=[C:30]([N+:34]([O-])=O)[CH:29]=2)(=[O:27])=[O:26])[CH:19]=1)[CH2:12][C:13]([O:15][CH2:16][CH3:17])=[O:14])=[O:9])[CH:5]=[CH2:6].[OH-].[Na+]. Product: [CH2:4]([O:7][C:8]([NH:10][CH:11]([C:18]1[CH:23]=[CH:22][CH:21]=[C:20]([NH:24][S:25]([C:28]2[CH:33]=[CH:32][CH:31]=[C:30]([NH2:34])[CH:29]=2)(=[O:27])=[O:26])[CH:19]=1)[CH2:12][C:13]([O:15][CH2:16][CH3:17])=[O:14])=[O:9])[CH:5]=[CH2:6]. The catalyst class is: 8.